Dataset: Reaction yield outcomes from USPTO patents with 853,638 reactions. Task: Predict the reaction yield, written as a fraction of the theoretical maximum amount of product (1.0 means a 100% yield; for example, 0.34 means a 34% yield). (1) The reactants are C(=O)([O-])[O-].[K+].[K+].[N:7]1[CH:12]=[CH:11][CH:10]=[C:9](B(O)O)[CH:8]=1.Br[C:17]1[CH:22]=[CH:21][N:20]2[CH:23]=[CH:24][N:25]=[C:19]2[CH:18]=1. The catalyst is C1C=CC([P]([Pd]([P](C2C=CC=CC=2)(C2C=CC=CC=2)C2C=CC=CC=2)([P](C2C=CC=CC=2)(C2C=CC=CC=2)C2C=CC=CC=2)[P](C2C=CC=CC=2)(C2C=CC=CC=2)C2C=CC=CC=2)(C2C=CC=CC=2)C2C=CC=CC=2)=CC=1.O. The product is [N:7]1[CH:12]=[CH:11][CH:10]=[C:9]([C:17]2[CH:22]=[CH:21][N:20]3[CH:23]=[CH:24][N:25]=[C:19]3[CH:18]=2)[CH:8]=1. The yield is 0.750. (2) The reactants are [NH2:1][S:2]([C:5]1[CH:10]=[CH:9][CH:8]=[CH:7][C:6]=1[NH:11][C:12]([C:14]1[C:23](=[O:24])[C:22]([CH2:29][CH2:30][CH2:31][CH3:32])([CH2:25][CH2:26][CH2:27][CH3:28])[C:21]2[C:16](=[CH:17][CH:18]=[CH:19][CH:20]=2)[C:15]=1[OH:33])=O)(=[O:4])=[O:3].C(=O)([O-])[O-].[Cs+].[Cs+]. The catalyst is N1C=CC=CC=1. The product is [CH2:25]([C:22]1([CH2:29][CH2:30][CH2:31][CH3:32])[C:21]2[C:16](=[CH:17][CH:18]=[CH:19][CH:20]=2)[C:15]([OH:33])=[C:14]([C:12]2[NH:11][C:6]3[CH:7]=[CH:8][CH:9]=[CH:10][C:5]=3[S:2](=[O:4])(=[O:3])[N:1]=2)[C:23]1=[O:24])[CH2:26][CH2:27][CH3:28]. The yield is 0.550. (3) The reactants are C[O:2][C:3](=[O:24])[C:4]1[CH:9]=[C:8]([C:10]2[O:11][C:12]([CH:15]=[C:16]3[S:20][C:19](=[O:21])[NH:18][C:17]3=[O:22])=[CH:13][CH:14]=2)[CH:7]=[CH:6][C:5]=1[OH:23].[Li+].[OH-].Cl. The catalyst is CO.O. The product is [O:21]=[C:19]1[NH:18][C:17](=[O:22])[C:16](=[CH:15][C:12]2[O:11][C:10]([C:8]3[CH:7]=[CH:6][C:5]([OH:23])=[C:4]([CH:9]=3)[C:3]([OH:24])=[O:2])=[CH:14][CH:13]=2)[S:20]1. The yield is 0.940.